Dataset: Reaction yield outcomes from USPTO patents with 853,638 reactions. Task: Predict the reaction yield, written as a fraction of the theoretical maximum amount of product (1.0 means a 100% yield; for example, 0.34 means a 34% yield). (1) The reactants are [N:1]1[C:10]2[C:5](=[CH:6][CH:7]=[CH:8][CH:9]=2)[CH:4]=[CH:3][C:2]=1[C:11]([OH:13])=O.N[S:15][C:16]1[CH:20]=[CH:19][NH:18][N:17]=1.CCN=C=NC[CH2:27][CH2:28][N:29]([CH3:31])C.Cl.C1[CH:34]=[CH:35][C:36]2N(O)N=N[C:37]=2C=1.CN1CCOCC1.[Cl-].[NH4+].[CH3:52][N:53]([CH:55]=[O:56])C. No catalyst specified. The product is [CH3:37][C:36]1[O:13][C:11]([C:2]2[CH:3]=[C:4]([C:55]([NH:53][C:52]3[S:15][C:16]([C:20]4[CH:19]=[CH:31][N:29]=[CH:28][CH:27]=4)=[N:17][N:18]=3)=[O:56])[C:5]3[C:10](=[CH:9][CH:8]=[CH:7][CH:6]=3)[N:1]=2)=[CH:34][CH:35]=1. The yield is 0.220. (2) The reactants are CC(C)([O-])C.[Na+].[CH3:7][C:8]([C:10]1[CH:11]=[CH:12][C:13]([OH:16])=[CH:14][CH:15]=1)=[O:9].[C:17](OCC)(=[O:22])[CH2:18][CH2:19][CH2:20][CH3:21].CC(C)([O-])C.[Na+].C1COCC1. The catalyst is C1COCC1. The product is [OH:16][C:13]1[CH:14]=[CH:15][C:10]([C:8](=[O:9])[CH2:7][C:17](=[O:22])[CH2:18][CH2:19][CH2:20][CH3:21])=[CH:11][CH:12]=1. The yield is 0.675. (3) The reactants are [Cl:1][C:2]1[N:7]=[C:6]([NH:8]C(=O)C(C)(C)C)[CH:5]=[CH:4][C:3]=1[CH3:15].C([O-])(O)=O.[Na+]. The catalyst is Cl. The product is [Cl:1][C:2]1[N:7]=[C:6]([NH2:8])[CH:5]=[CH:4][C:3]=1[CH3:15]. The yield is 0.360. (4) The reactants are [CH3:1][O:2][C:3]1[C:16]([O:17][CH3:18])=[C:15]([O:19][CH3:20])[CH:14]=[CH:13][C:4]=1[CH:5]=[N:6][CH2:7][CH:8]([O:11][CH3:12])[O:9][CH3:10].[BH4-].[Na+].COC1C=C(C=CC=1OC)CNCC(OC)OC. The catalyst is C(O)C. The product is [CH3:1][O:2][C:3]1[C:16]([O:17][CH3:18])=[C:15]([O:19][CH3:20])[CH:14]=[CH:13][C:4]=1[CH2:5][NH:6][CH2:7][CH:8]([O:9][CH3:10])[O:11][CH3:12]. The yield is 1.00. (5) The reactants are C(OC(=O)[NH:7][C@H:8]1[CH2:14][CH2:13][C@@H:12]([O:15][Si:16]([C:19]([CH3:22])([CH3:21])[CH3:20])([CH3:18])[CH3:17])[CH2:11][N:10]([CH2:23][C:24]2[CH:25]=[N:26][CH:27]=[CH:28][CH:29]=2)[C:9]1=[O:30])(C)(C)C.C[Si](I)(C)C. The catalyst is C(Cl)Cl. The product is [NH2:7][C@H:8]1[CH2:14][CH2:13][C@@H:12]([O:15][Si:16]([C:19]([CH3:22])([CH3:21])[CH3:20])([CH3:18])[CH3:17])[CH2:11][N:10]([CH2:23][C:24]2[CH:25]=[N:26][CH:27]=[CH:28][CH:29]=2)[C:9]1=[O:30]. The yield is 0.926. (6) The reactants are [F:1][C:2]1[CH:7]=[CH:6][C:5]([C:8](=O)[CH2:9][C:10](=O)[C:11]([O:13][CH2:14][CH3:15])=[O:12])=[CH:4][CH:3]=1.O.[NH2:19][NH2:20]. The catalyst is C(O)C. The product is [F:1][C:2]1[CH:7]=[CH:6][C:5]([C:8]2[CH:9]=[C:10]([C:11]([O:13][CH2:14][CH3:15])=[O:12])[NH:20][N:19]=2)=[CH:4][CH:3]=1. The yield is 0.670. (7) The reactants are [NH2:1][CH2:2][CH2:3][O:4][CH2:5][CH2:6][OH:7].[OH-].[Na+].[C:10](O[C:10]([O:12][C:13]([CH3:16])([CH3:15])[CH3:14])=[O:11])([O:12][C:13]([CH3:16])([CH3:15])[CH3:14])=[O:11]. The catalyst is O1CCCC1. The product is [C:10]([CH:6]([OH:7])[CH2:5][O:4][CH2:3][CH2:2][NH2:1])([O:12][C:13]([CH3:16])([CH3:15])[CH3:14])=[O:11]. The yield is 0.420.